This data is from Full USPTO retrosynthesis dataset with 1.9M reactions from patents (1976-2016). The task is: Predict the reactants needed to synthesize the given product. (1) Given the product [Cl:24][C:21]1[CH:22]=[CH:23][C:18]2[N:17]3[C:25]([C:28]([F:29])([F:31])[F:30])=[N:26][N:27]=[C:16]3[C@@H:15]([CH2:32][C:33]([OH:35])=[O:34])[S:14][C@H:13]([C:6]3[CH:7]=[CH:8][CH:9]=[C:10]([O:11][CH3:12])[C:5]=3[OH:4])[C:19]=2[CH:20]=1, predict the reactants needed to synthesize it. The reactants are: C([O:4][C:5]1[C:10]([O:11][CH3:12])=[CH:9][CH:8]=[CH:7][C:6]=1[C@@H:13]1[C:19]2[CH:20]=[C:21]([Cl:24])[CH:22]=[CH:23][C:18]=2[N:17]2[C:25]([C:28]([F:31])([F:30])[F:29])=[N:26][N:27]=[C:16]2[C@@H:15]([CH2:32][C:33]([O:35]CC=C)=[O:34])[S:14]1)C=C.CCCCCC.C([Al](CC)CC)C.C(=O)(O)[O-].[Na+].Cl. (2) Given the product [N:1]1[C:10]2[CH:9]([NH:11][CH2:12][CH2:13][CH2:14][CH2:15][NH2:16])[CH2:8][CH2:7][CH2:6][C:5]=2[CH:4]=[CH:3][CH:2]=1, predict the reactants needed to synthesize it. The reactants are: [N:1]1[C:10]2[CH:9]([NH:11][CH2:12][CH2:13][CH2:14][CH2:15][N:16]3C(=O)C4C(=CC=CC=4)C3=O)[CH2:8][CH2:7][CH2:6][C:5]=2[CH:4]=[CH:3][CH:2]=1.O.NN.C(OCC)C. (3) Given the product [CH3:14][C:15]1([C:16]2[S:19][C:13]([CH2:23][OH:30])=[CH:18][CH:17]=2)[O:11][CH2:9][CH2:7][O:12]1, predict the reactants needed to synthesize it. The reactants are: C(C1S[C:7]([C:9]([OH:11])=O)=CC=1)(=O)C.[OH2:12].[C:13]1([CH3:23])[CH:18]=[CH:17][C:16]([S:19](O)(=O)=O)=[CH:15][CH:14]=1.[H-].[Al+3].[Li+].[H-].[H-].[H-].[OH-:30].[Na+]. (4) Given the product [CH2:42]([O:41][CH2:40][CH2:39][O:30][C:29]([C:26]1[CH:27]=[CH:28][C:23]([C:11]2[CH:12]=[CH:13][C:14]([O:15][CH2:16][C:17]3[CH:22]=[CH:21][CH:20]=[CH:19][CH:18]=3)=[C:9]([O:8][CH2:1][C:2]3[CH:7]=[CH:6][CH:5]=[CH:4][CH:3]=3)[CH:10]=2)=[CH:24][CH:25]=1)=[O:31])[C:43]1[CH:48]=[CH:47][CH:46]=[CH:45][CH:44]=1, predict the reactants needed to synthesize it. The reactants are: [CH2:1]([O:8][C:9]1[CH:10]=[C:11]([C:23]2[CH:28]=[CH:27][C:26]([C:29]([OH:31])=[O:30])=[CH:25][CH:24]=2)[CH:12]=[CH:13][C:14]=1[O:15][CH2:16][C:17]1[CH:22]=[CH:21][CH:20]=[CH:19][CH:18]=1)[C:2]1[CH:7]=[CH:6][CH:5]=[CH:4][CH:3]=1.C(=O)([O-])[O-].[K+].[K+].Br[CH2:39][CH2:40][O:41][CH2:42][C:43]1[CH:48]=[CH:47][CH:46]=[CH:45][CH:44]=1. (5) Given the product [C:1]([Si:5]([CH3:42])([CH3:41])[O:6][CH:7]([C:17]1[C:18]([CH3:40])=[N:19][O:20][C:21]=1[C:22]1[CH:27]=[CH:26][C:25]([C:28]2[CH:29]=[CH:30][C:31]([C:34]3([C:37]([NH:53][S:50]([C:47]4[CH:48]=[CH:49][C:44]([CH3:43])=[CH:45][CH:46]=4)(=[O:51])=[O:52])=[O:39])[CH2:36][CH2:35]3)=[CH:32][CH:33]=2)=[CH:24][CH:23]=1)[CH2:8][CH2:9][CH2:10][C:11]1[CH:16]=[CH:15][CH:14]=[CH:13][CH:12]=1)([CH3:4])([CH3:3])[CH3:2], predict the reactants needed to synthesize it. The reactants are: [C:1]([Si:5]([CH3:42])([CH3:41])[O:6][CH:7]([C:17]1[C:18]([CH3:40])=[N:19][O:20][C:21]=1[C:22]1[CH:27]=[CH:26][C:25]([C:28]2[CH:33]=[CH:32][C:31]([C:34]3([C:37]([OH:39])=O)[CH2:36][CH2:35]3)=[CH:30][CH:29]=2)=[CH:24][CH:23]=1)[CH2:8][CH2:9][CH2:10][C:11]1[CH:16]=[CH:15][CH:14]=[CH:13][CH:12]=1)([CH3:4])([CH3:3])[CH3:2].[CH3:43][C:44]1[CH:45]=[CH:46][C:47]([S:50]([NH2:53])(=[O:52])=[O:51])=[CH:48][CH:49]=1. (6) Given the product [OH:14][C:15]1[C@H:24]2[C@H:19]([C@H:20]3[CH2:25][C@@H:23]2[CH2:22][CH2:21]3)[N:18]([CH2:26][CH2:27][CH:28]([CH3:30])[CH3:29])[C:17](=[O:31])[C:16]=1[C:32]1[NH:37][C:36]2[CH:38]=[CH:39][C:40]([NH:13][S:10]([CH:7]3[CH2:9][CH2:8]3)(=[O:12])=[O:11])=[CH:41][C:35]=2[S:34](=[O:44])(=[O:43])[N:33]=1, predict the reactants needed to synthesize it. The reactants are: N(CC(O)=O)C.[CH:7]1([S:10]([NH2:13])(=[O:12])=[O:11])[CH2:9][CH2:8]1.[OH:14][C:15]1[C@H:24]2[C@H:19]([C@H:20]3[CH2:25][C@@H:23]2[CH2:22][CH2:21]3)[N:18]([CH2:26][CH2:27][CH:28]([CH3:30])[CH3:29])[C:17](=[O:31])[C:16]=1[C:32]1[NH:37][C:36]2[CH:38]=[CH:39][C:40](I)=[CH:41][C:35]=2[S:34](=[O:44])(=[O:43])[N:33]=1.P([O-])([O-])([O-])=O.[K+].[K+].[K+]. (7) Given the product [C:1]([O:5][C:6](=[O:23])[C@H:7]([N:9]([CH2:10][C:11]1[CH:12]=[C:13]([C:16]([O:18][C:19]([CH3:22])([CH3:21])[CH3:20])=[O:17])[S:14][CH:15]=1)[C:1](=[O:5])[CH2:2][C@@H:30]1[C:28]2[C:29](=[CH:10][C:11]([OH:33])=[CH:12][CH:13]=2)[CH2:8][CH2:7][CH2:6]1)[CH3:8])([CH3:4])([CH3:2])[CH3:3], predict the reactants needed to synthesize it. The reactants are: [C:1]([O:5][C:6](=[O:23])[C@H:7]([NH:9][CH2:10][C:11]1[CH:12]=[C:13]([C:16]([O:18][C:19]([CH3:22])([CH3:21])[CH3:20])=[O:17])[S:14][CH:15]=1)[CH3:8])([CH3:4])([CH3:3])[CH3:2].C(N(CC)[CH:28]([CH3:30])[CH3:29])(C)C.[OH2:33].